Dataset: NCI-60 drug combinations with 297,098 pairs across 59 cell lines. Task: Regression. Given two drug SMILES strings and cell line genomic features, predict the synergy score measuring deviation from expected non-interaction effect. (1) Drug 1: CC1=C(C(CCC1)(C)C)C=CC(=CC=CC(=CC(=O)O)C)C. Drug 2: CC12CCC3C(C1CCC2O)C(CC4=C3C=CC(=C4)O)CCCCCCCCCS(=O)CCCC(C(F)(F)F)(F)F. Cell line: HCC-2998. Synergy scores: CSS=10.4, Synergy_ZIP=0.142, Synergy_Bliss=0.937, Synergy_Loewe=5.50, Synergy_HSA=-1.48. (2) Drug 1: C(CN)CNCCSP(=O)(O)O. Drug 2: CCC1(C2=C(COC1=O)C(=O)N3CC4=CC5=C(C=CC(=C5CN(C)C)O)N=C4C3=C2)O.Cl. Cell line: OVCAR-5. Synergy scores: CSS=10.3, Synergy_ZIP=-2.28, Synergy_Bliss=1.54, Synergy_Loewe=-24.3, Synergy_HSA=-1.05. (3) Drug 1: C1=NC2=C(N1)C(=S)N=C(N2)N. Synergy scores: CSS=67.5, Synergy_ZIP=-0.363, Synergy_Bliss=-3.00, Synergy_Loewe=-30.5, Synergy_HSA=-3.73. Cell line: HT29. Drug 2: CC=C1C(=O)NC(C(=O)OC2CC(=O)NC(C(=O)NC(CSSCCC=C2)C(=O)N1)C(C)C)C(C)C. (4) Drug 1: C1=CC(=C2C(=C1NCCNCCO)C(=O)C3=C(C=CC(=C3C2=O)O)O)NCCNCCO. Drug 2: C1=NC2=C(N1)C(=S)N=C(N2)N. Cell line: SF-539. Synergy scores: CSS=42.2, Synergy_ZIP=-7.26, Synergy_Bliss=-10.8, Synergy_Loewe=-2.93, Synergy_HSA=-0.700. (5) Drug 1: C1=CC(=CC=C1CCCC(=O)O)N(CCCl)CCCl. Drug 2: CCN(CC)CCNC(=O)C1=C(NC(=C1C)C=C2C3=C(C=CC(=C3)F)NC2=O)C. Cell line: OVCAR-5. Synergy scores: CSS=-1.79, Synergy_ZIP=-4.07, Synergy_Bliss=-3.01, Synergy_Loewe=-6.72, Synergy_HSA=-6.43. (6) Drug 1: C1CN1P(=S)(N2CC2)N3CC3. Drug 2: CC1=C(C(=O)C2=C(C1=O)N3CC4C(C3(C2COC(=O)N)OC)N4)N. Cell line: A498. Synergy scores: CSS=30.8, Synergy_ZIP=-8.52, Synergy_Bliss=-0.784, Synergy_Loewe=-43.5, Synergy_HSA=0.722. (7) Drug 1: CN1CCC(CC1)COC2=C(C=C3C(=C2)N=CN=C3NC4=C(C=C(C=C4)Br)F)OC. Drug 2: CC1C(C(CC(O1)OC2CC(CC3=C2C(=C4C(=C3O)C(=O)C5=C(C4=O)C(=CC=C5)OC)O)(C(=O)CO)O)N)O.Cl. Cell line: HS 578T. Synergy scores: CSS=40.7, Synergy_ZIP=7.40, Synergy_Bliss=10.7, Synergy_Loewe=-12.2, Synergy_HSA=6.34. (8) Synergy scores: CSS=33.1, Synergy_ZIP=-4.19, Synergy_Bliss=1.91, Synergy_Loewe=-18.7, Synergy_HSA=1.05. Drug 1: C1CCN(CC1)CCOC2=CC=C(C=C2)C(=O)C3=C(SC4=C3C=CC(=C4)O)C5=CC=C(C=C5)O. Drug 2: CC1C(C(CC(O1)OC2CC(OC(C2O)C)OC3=CC4=CC5=C(C(=O)C(C(C5)C(C(=O)C(C(C)O)O)OC)OC6CC(C(C(O6)C)O)OC7CC(C(C(O7)C)O)OC8CC(C(C(O8)C)O)(C)O)C(=C4C(=C3C)O)O)O)O. Cell line: TK-10. (9) Drug 1: C1CN(CCN1C(=O)CCBr)C(=O)CCBr. Drug 2: CC(C)NC(=O)C1=CC=C(C=C1)CNNC.Cl. Cell line: NCI-H226. Synergy scores: CSS=0.367, Synergy_ZIP=0.487, Synergy_Bliss=-0.760, Synergy_Loewe=-2.97, Synergy_HSA=-3.70. (10) Drug 1: CCC1=CC2CC(C3=C(CN(C2)C1)C4=CC=CC=C4N3)(C5=C(C=C6C(=C5)C78CCN9C7C(C=CC9)(C(C(C8N6C)(C(=O)OC)O)OC(=O)C)CC)OC)C(=O)OC.C(C(C(=O)O)O)(C(=O)O)O. Drug 2: C1C(C(OC1N2C=NC(=NC2=O)N)CO)O. Cell line: 786-0. Synergy scores: CSS=25.4, Synergy_ZIP=-2.18, Synergy_Bliss=-0.114, Synergy_Loewe=-10.0, Synergy_HSA=1.23.